Dataset: Reaction yield outcomes from USPTO patents with 853,638 reactions. Task: Predict the reaction yield, written as a fraction of the theoretical maximum amount of product (1.0 means a 100% yield; for example, 0.34 means a 34% yield). (1) The reactants are [CH2:1]([O:8][C:9]1[CH:17]=[C:16]([O:18][CH2:19][C:20]2[CH:25]=[CH:24][CH:23]=[CH:22][CH:21]=2)[C:15]([C:26]([CH3:28])=[CH2:27])=[CH:14][C:10]=1[C:11]([OH:13])=O)[C:2]1[CH:7]=[CH:6][CH:5]=[CH:4][CH:3]=1.C(N(C(C)C)CC)(C)C.F[P-](F)(F)(F)(F)F.Br[P+](N1CCCC1)(N1CCCC1)N1CCCC1.[N:62]1([CH2:68][CH2:69][CH2:70][O:71][C:72]2[CH:80]=[CH:79][CH:78]=[C:77]3[C:73]=2[CH2:74][NH:75][CH2:76]3)[CH2:67][CH2:66][O:65][CH2:64][CH2:63]1. The catalyst is C(Cl)Cl.C(OCC)(=O)C. The product is [CH2:1]([O:8][C:9]1[CH:17]=[C:16]([O:18][CH2:19][C:20]2[CH:21]=[CH:22][CH:23]=[CH:24][CH:25]=2)[C:15]([C:26]([CH3:28])=[CH2:27])=[CH:14][C:10]=1[C:11]([N:75]1[CH2:74][C:73]2[C:77](=[CH:78][CH:79]=[CH:80][C:72]=2[O:71][CH2:70][CH2:69][CH2:68][N:62]2[CH2:67][CH2:66][O:65][CH2:64][CH2:63]2)[CH2:76]1)=[O:13])[C:2]1[CH:3]=[CH:4][CH:5]=[CH:6][CH:7]=1. The yield is 1.00. (2) The reactants are [CH3:1][C:2]1[CH:7]=[CH:6][C:5]([NH:8]C(OCC2C=CC=CC=2)=O)=[CH:4][C:3]=1[CH:19]1[CH2:24][CH2:23][N:22]([CH2:25][C:26]2[CH:31]=[CH:30][C:29]([O:32][C:33]3[CH:38]=[C:37]([F:39])[C:36]([F:40])=[CH:35][C:34]=3[F:41])=[CH:28][CH:27]=2)[CH2:21][CH2:20]1. The catalyst is C(O)C.[Pd]. The product is [CH3:1][C:2]1[CH:7]=[CH:6][C:5]([NH2:8])=[CH:4][C:3]=1[CH:19]1[CH2:20][CH2:21][N:22]([CH2:25][C:26]2[CH:27]=[CH:28][C:29]([O:32][C:33]3[CH:38]=[C:37]([F:39])[C:36]([F:40])=[CH:35][C:34]=3[F:41])=[CH:30][CH:31]=2)[CH2:23][CH2:24]1. The yield is 1.00. (3) The reactants are [NH:1]1[C:11]2[C:6](=[CH:7][CH:8]=[CH:9][CH:10]=2)[C:4](=[O:5])[C:2]1=[O:3].[H-].[Na+].Br[CH2:15][C:16]1[C:17]2[CH:24]=[C:23]([Cl:25])[CH:22]=[CH:21][C:18]=2[S:19][CH:20]=1. The catalyst is O1CCOCC1. The product is [Cl:25][C:23]1[CH:22]=[CH:21][C:18]2[S:19][CH:20]=[C:16]([CH2:15][N:1]3[C:11]4[C:6](=[CH:7][CH:8]=[CH:9][CH:10]=4)[C:4](=[O:5])[C:2]3=[O:3])[C:17]=2[CH:24]=1. The yield is 0.450.